From a dataset of Forward reaction prediction with 1.9M reactions from USPTO patents (1976-2016). Predict the product of the given reaction. (1) Given the reactants Br[C:2]1[N:3]=[CH:4][N:5]([C:7]2[N:12]=[C:11]([C:13]3[CH:18]=[CH:17][C:16]([C:19]([F:22])([F:21])[F:20])=[C:15]([O:23][CH2:24][CH3:25])[CH:14]=3)[CH:10]=[C:9]([C:26]([F:29])([F:28])[F:27])[N:8]=2)[CH:6]=1.[NH2:30][C:31]1[CH:36]=[CH:35][C:34](B2OC(C)(C)C(C)(C)O2)=[CH:33][N:32]=1, predict the reaction product. The product is: [CH2:24]([O:23][C:15]1[CH:14]=[C:13]([C:11]2[CH:10]=[C:9]([C:26]([F:29])([F:28])[F:27])[N:8]=[C:7]([N:5]3[CH:6]=[C:2]([C:34]4[CH:35]=[CH:36][C:31]([NH2:30])=[N:32][CH:33]=4)[N:3]=[CH:4]3)[N:12]=2)[CH:18]=[CH:17][C:16]=1[C:19]([F:22])([F:21])[F:20])[CH3:25]. (2) Given the reactants [CH2:1]([O:8][C:9]([NH:11][C@H:12]1[CH2:17][CH2:16][N:15]([C:18](OC(C)(C)C)=O)[CH2:14][C@H:13]1[O:25][CH2:26][CH2:27][CH3:28])=[O:10])[C:2]1[CH:7]=[CH:6][CH:5]=[CH:4][CH:3]=1.Cl.C(OCC)(=[O:32])C.C(O[C@H]1[C@@H](N[C:47](=O)[O:48][CH2:49][C:50]2[CH:55]=[CH:54][CH:53]=C[CH:51]=2)CCNC1)CC.C1C=CC(P(C2C(C3C(P(C4C=CC=CC=4)C4C=CC=CC=4)=CC=C4C=3C=CC=C4)=C3C(C=CC=C3)=CC=2)C2C=CC=CC=2)=CC=1.C(=O)([O-])[O-].[Cs+].[Cs+], predict the reaction product. The product is: [CH2:1]([O:8][C:9]([NH:11][C@H:12]1[CH2:17][CH2:16][N:15]([C:18]2[CH:51]=[C:50]([CH:55]=[CH:54][CH:53]=2)[C:49]([O:48][CH3:47])=[O:32])[CH2:14][C@H:13]1[O:25][CH2:26][CH2:27][CH3:28])=[O:10])[C:2]1[CH:3]=[CH:4][CH:5]=[CH:6][CH:7]=1. (3) Given the reactants C1C=CC(P(C2C=CC3C(=CC=CC=3)C=2C2C3C(=CC=CC=3)C=CC=2P(C2C=CC=CC=2)C2C=CC=CC=2)C2C=CC=CC=2)=CC=1.[CH3:47][C:48](=[CH:50][CH2:51][CH2:52]/[C:53](=[CH:55]/[CH2:56][OH:57])/[CH3:54])[CH3:49].[H][H], predict the reaction product. The product is: [CH3:47][C:48](=[CH:50][CH2:51][CH2:52][C@H:53]([CH2:55][CH2:56][OH:57])[CH3:54])[CH3:49]. (4) Given the reactants [H-].[Na+].FC1C(F)=CC=CC=1[CH2:11][S:12]([C:15]1[N:20]=[C:19]([N:21]([CH2:29][C:30]2[CH:35]=[CH:34][C:33]([O:36][CH3:37])=[CH:32][CH:31]=2)[S:22]([N:25]2[CH2:28][CH2:27][CH2:26]2)(=[O:24])=[O:23])[CH:18]=[C:17]([O:38][CH3:39])[N:16]=1)(=O)=O.[CH:40]1[CH:45]=[CH:44][C:43]([CH2:46]CS)=[CH:42][CH:41]=1, predict the reaction product. The product is: [CH3:37][O:36][C:33]1[CH:32]=[CH:31][C:30]([CH2:29][N:21]([C:19]2[CH:18]=[C:17]([O:38][CH3:39])[N:16]=[C:15]([S:12][CH2:11][CH2:46][C:43]3[CH:44]=[CH:45][CH:40]=[CH:41][CH:42]=3)[N:20]=2)[S:22]([N:25]2[CH2:28][CH2:27][CH2:26]2)(=[O:23])=[O:24])=[CH:35][CH:34]=1. (5) Given the reactants [Cl:1][C:2]1[CH:3]=[C:4]([CH:33]=[CH:34][C:35]=1[Cl:36])[CH2:5][CH:6]1[CH2:11][CH2:10][N:9]([CH2:12][C@H:13]([NH:17][C:18]([NH:20][C:21]2[CH:26]=[C:25]([O:27][CH3:28])[C:24]([O:29][CH3:30])=[C:23]([O:31][CH3:32])[CH:22]=2)=[O:19])[CH:14]([CH3:16])[CH3:15])[CH2:8][CH2:7]1.[I:37][CH2:38][CH3:39], predict the reaction product. The product is: [I-:37].[Cl:1][C:2]1[CH:3]=[C:4]([CH:33]=[CH:34][C:35]=1[Cl:36])[CH2:5][CH:6]1[CH2:7][CH2:8][N+:9]([CH2:38][CH3:39])([CH2:12][CH:13]([NH:17][C:18]([NH:20][C:21]2[CH:26]=[C:25]([O:27][CH3:28])[C:24]([O:29][CH3:30])=[C:23]([O:31][CH3:32])[CH:22]=2)=[O:19])[CH:14]([CH3:16])[CH3:15])[CH2:10][CH2:11]1.